From a dataset of Reaction yield outcomes from USPTO patents with 853,638 reactions. Predict the reaction yield, written as a fraction of the theoretical maximum amount of product (1.0 means a 100% yield; for example, 0.34 means a 34% yield). (1) The reactants are [CH:1]1([C:4]2[C:26]([C:27]3[NH:31][C:30]([O:32][CH2:33][CH3:34])=[N:29][N:28]=3)=[CH:25][C:7]([C:8]([N:10]3[CH2:15][CH2:14][CH:13]([C:16]4[CH:24]=[CH:23][C:19]([C:20]([NH2:22])=O)=[CH:18][CH:17]=4)[CH2:12][CH2:11]3)=[O:9])=[C:6]([CH2:35][CH3:36])[CH:5]=2)[CH2:3][CH2:2]1.FC(F)(F)C(OC(=O)C(F)(F)F)=O.C(N(CC)CC)C. The catalyst is ClCCl. The product is [CH:1]1([C:4]2[C:26]([C:27]3[NH:31][C:30]([O:32][CH2:33][CH3:34])=[N:29][N:28]=3)=[CH:25][C:7]([C:8]([N:10]3[CH2:11][CH2:12][CH:13]([C:16]4[CH:24]=[CH:23][C:19]([C:20]#[N:22])=[CH:18][CH:17]=4)[CH2:14][CH2:15]3)=[O:9])=[C:6]([CH2:35][CH3:36])[CH:5]=2)[CH2:3][CH2:2]1. The yield is 0.200. (2) The reactants are [NH2:1][C:2]1[C:3]2[C:13]([O:14][CH2:15][C@@H:16]3[C@@H:20]([OH:21])[C@@H:19]([OH:22])[CH:18]([OH:23])[O:17]3)=[CH:12][CH:11]=[CH:10][C:4]=2[NH:5][S:6](=[O:9])(=[O:8])[N:7]=1.F[C:25](F)(F)C(O)=O. The catalyst is CO. The product is [NH2:1][C:2]1[C:3]2[C:13]([O:14][CH2:15][C@@H:16]3[C@@H:20]([OH:21])[C@@H:19]([OH:22])[CH:18]([O:23][CH3:25])[O:17]3)=[CH:12][CH:11]=[CH:10][C:4]=2[NH:5][S:6](=[O:8])(=[O:9])[N:7]=1. The yield is 1.00. (3) The reactants are CN(C)[CH:3]=[O:4].P(Cl)(Cl)(Cl)=O.[CH2:11]([O:13][C:14]([C:16]1[C:20]([C:21]2[CH:26]=[CH:25][CH:24]=[CH:23][CH:22]=2)=[CH:19][NH:18][C:17]=1[CH2:27][CH2:28][NH:29][C:30]([O:32][C:33]([CH3:36])([CH3:35])[CH3:34])=[O:31])=[O:15])[CH3:12].[OH-].[Na+]. The product is [CH2:11]([O:13][C:14]([C:16]1[C:20]([C:21]2[CH:26]=[CH:25][CH:24]=[CH:23][CH:22]=2)=[C:19]([CH:3]=[O:4])[NH:18][C:17]=1[CH2:27][CH2:28][NH:29][C:30]([O:32][C:33]([CH3:35])([CH3:34])[CH3:36])=[O:31])=[O:15])[CH3:12]. The yield is 0.819. The catalyst is ClCCl.O. (4) The reactants are [F:1][C:2]1[CH:3]=[C:4]([CH:10]2[C:18]3[O:17][C:16](=O)[NH:15][C:14](=[O:20])[C:13]=3[CH2:12][CH2:11]2)[CH:5]=[C:6]([F:9])[C:7]=1[F:8].[OH-].[NH4+:22]. No catalyst specified. The product is [F:1][C:2]1[CH:3]=[C:4]([CH:10]2[C:18]3[NH:22][C:16](=[O:17])[NH:15][C:14](=[O:20])[C:13]=3[CH2:12][CH2:11]2)[CH:5]=[C:6]([F:9])[C:7]=1[F:8]. The yield is 1.06.